This data is from Reaction yield outcomes from USPTO patents with 853,638 reactions. The task is: Predict the reaction yield, written as a fraction of the theoretical maximum amount of product (1.0 means a 100% yield; for example, 0.34 means a 34% yield). (1) The reactants are [C:1]([CH:5]1[O:9][C:8]([CH2:15][C:16]([OH:18])=[O:17])([CH2:10][CH:11]=[C:12]([CH3:14])[CH3:13])[C:7](=[O:19])[O:6]1)([CH3:4])([CH3:3])C.[CH2:20](O)[C:21]1C=CC=C[CH:22]=1.[H-].[Na+]. The catalyst is C1COCC1. The product is [CH2:5]([O:6][C:7](=[O:19])[C:8]([OH:9])([CH2:10][CH:11]=[C:12]([CH3:13])[CH3:14])[CH2:15][C:16]([OH:18])=[O:17])[C:1]1[CH:3]=[CH:22][CH:21]=[CH:20][CH:4]=1. The yield is 0.880. (2) The reactants are [CH3:1][O:2][C:3](=[O:25])/[CH:4]=[CH:5]/[C:6]1[CH:11]=[CH:10][C:9]([C:12]([N:14]2[CH2:20][CH2:19][CH2:18][CH2:17][C:16]3[CH:21]=[CH:22][CH:23]=[CH:24][C:15]2=3)=[O:13])=[CH:8][CH:7]=1. The catalyst is CO.[Pd]. The product is [CH3:1][O:2][C:3](=[O:25])[CH2:4][CH2:5][C:6]1[CH:7]=[CH:8][C:9]([C:12]([N:14]2[CH2:20][CH2:19][CH2:18][CH2:17][C:16]3[CH:21]=[CH:22][CH:23]=[CH:24][C:15]2=3)=[O:13])=[CH:10][CH:11]=1. The yield is 0.850. (3) The reactants are [NH2:1][C:2]1[CH:3]=[CH:4][C:5]([CH:13]2[CH2:18][CH2:17][C:16](=O)[CH2:15][CH2:14]2)=[C:6]2[C:10]=1[C:9](=[O:11])[N:8]([CH3:12])[CH2:7]2.[CH3:20][NH:21][CH3:22].C1COCC1.C(O[BH-](OC(=O)C)OC(=O)C)(=O)C.[Na+]. The catalyst is ClCCCl. The product is [NH2:1][C:2]1[CH:3]=[CH:4][C:5]([CH:13]2[CH2:18][CH2:17][CH:16]([N:21]([CH3:22])[CH3:20])[CH2:15][CH2:14]2)=[C:6]2[C:10]=1[C:9](=[O:11])[N:8]([CH3:12])[CH2:7]2. The yield is 0.580. (4) The product is [Cl:15][C:11]1[C:10]([N+:16]([O-:18])=[O:17])=[C:9]2[C:14]([C:5]([O:2][CH3:1])=[CH:6][CH:7]=[N:8]2)=[CH:13][CH:12]=1. The reactants are [CH3:1][O-:2].[Na+].Cl[C:5]1[C:14]2[C:9](=[C:10]([N+:16]([O-:18])=[O:17])[C:11]([Cl:15])=[CH:12][CH:13]=2)[N:8]=[CH:7][CH:6]=1. The catalyst is CO. The yield is 0.830.